From a dataset of Forward reaction prediction with 1.9M reactions from USPTO patents (1976-2016). Predict the product of the given reaction. (1) Given the reactants [C:1](OC(=O)C)(=[O:3])C.C(O)=O.[NH2:11][C:12]1[CH:17]=[CH:16][N:15]=[C:14]([C:18]([NH:20][C:21]2[CH:26]=[CH:25][C:24]([O:27][C:28]3[CH:33]=[CH:32][CH:31]=[CH:30][CH:29]=3)=[CH:23][CH:22]=2)=[O:19])[C:13]=1[OH:34], predict the reaction product. The product is: [CH:1]([NH:11][C:12]1[CH:17]=[CH:16][N:15]=[C:14]([C:18]([NH:20][C:21]2[CH:22]=[CH:23][C:24]([O:27][C:28]3[CH:33]=[CH:32][CH:31]=[CH:30][CH:29]=3)=[CH:25][CH:26]=2)=[O:19])[C:13]=1[OH:34])=[O:3]. (2) Given the reactants C([O:4][CH2:5][CH2:6][O:7][C:8]1[CH:13]=[C:12]([Cl:14])[CH:11]=[C:10]([Cl:15])[C:9]=1[CH:16]=[N:17]O)(=O)C, predict the reaction product. The product is: [NH2:17][CH2:16][C:9]1[C:10]([Cl:15])=[CH:11][C:12]([Cl:14])=[CH:13][C:8]=1[O:7][CH2:6][CH2:5][OH:4]. (3) Given the reactants [N+:1]([C:4]1[CH:11]=[CH:10][C:7]([CH2:8][NH2:9])=[CH:6][CH:5]=1)([O-:3])=[O:2].C([O:16][C:17]([C:19]1[CH:24]=[CH:23][CH:22]=[CH:21][C:20]=1[C:25]1[CH:30]=[CH:29][C:28]([CH2:31][N:32]2[C:40]3[C:35](=[CH:36][C:37]([C:41](O)=[O:42])=[CH:38][CH:39]=3)[C:34]([CH3:44])=[C:33]2[CH3:45])=[CH:27][CH:26]=1)=[O:18])(C)(C)C, predict the reaction product. The product is: [CH3:45][C:33]1[N:32]([CH2:31][C:28]2[CH:29]=[CH:30][C:25]([C:20]3[C:19]([C:17]([OH:18])=[O:16])=[CH:24][CH:23]=[CH:22][CH:21]=3)=[CH:26][CH:27]=2)[C:40]2[C:35]([C:34]=1[CH3:44])=[CH:36][C:37]([C:41](=[O:42])[NH:9][CH2:8][C:7]1[CH:6]=[CH:5][C:4]([N+:1]([O-:3])=[O:2])=[CH:11][CH:10]=1)=[CH:38][CH:39]=2. (4) Given the reactants [OH:1][C:2]([C:5]1[N:6]=[C:7]([C@H:11]2[CH2:16][N:15]([C:17]([C:19]3[CH:24]=[CH:23][CH:22]=[CH:21][C:20]=3[C:25]3N=CC=CN=3)=[O:18])[C@H:14]([CH3:31])[CH2:13][CH2:12]2)[O:8][C:9]=1[CH3:10])([CH3:4])[CH3:3].[CH3:32][O:33][CH2:34]CC1C=CC=CC=1C(O)=O.C(OC1C=CC=CC=1C(O)=O)C, predict the reaction product. The product is: [OH:1][C:2]([C:5]1[N:6]=[C:7]([C@H:11]2[CH2:16][N:15]([C:17]([C:19]3[CH:24]=[CH:23][CH:22]=[CH:21][C:20]=3[CH2:25][CH2:32][O:33][CH3:34])=[O:18])[C@H:14]([CH3:31])[CH2:13][CH2:12]2)[O:8][C:9]=1[CH3:10])([CH3:3])[CH3:4]. (5) Given the reactants [CH3:1][O:2][C:3](=[O:30])[C:4]([C:7]1[CH:12]=[CH:11][C:10]([N:13]2[C:17](=[O:18])[C:16]([CH3:20])([CH3:19])[N:15]([CH2:21][C:22]3[CH:27]=[CH:26][N:25]=[C:24](Cl)[CH:23]=3)[C:14]2=[O:29])=[CH:9][CH:8]=1)([CH3:6])[CH3:5].[NH2:31][C:32]1[CH:33]=[N:34][CH:35]=[CH:36][CH:37]=1.CC1(C)C2C=CC(P(C3C=CC=CC=3)C3C=CC=CC=3)=CC=2OC2C1=CC=C(P(C1C=CC=CC=1)C1C=CC=CC=1)C=2.C(=O)([O-])[O-].[Cs+].[Cs+], predict the reaction product. The product is: [CH3:19][C:16]1([CH3:20])[C:17](=[O:18])[N:13]([C:10]2[CH:11]=[CH:12][C:7]([C:4]([CH3:6])([CH3:5])[C:3]([O:2][CH3:1])=[O:30])=[CH:8][CH:9]=2)[C:14](=[O:29])[N:15]1[CH2:21][C:22]1[CH:27]=[CH:26][N:25]=[C:24]([NH:31][C:32]2[CH:33]=[N:34][CH:35]=[CH:36][CH:37]=2)[CH:23]=1. (6) Given the reactants Cl.[C:2]1([C:8]([CH:10]2[CH2:15][CH2:14][NH:13][CH2:12][CH2:11]2)=[O:9])[CH:7]=[CH:6][CH:5]=[CH:4][CH:3]=1.C(N(CC)CC)C.[CH3:23][C:24](OC(C)=O)=[O:25], predict the reaction product. The product is: [C:8]([CH:10]1[CH2:15][CH2:14][N:13]([C:24](=[O:25])[CH3:23])[CH2:12][CH2:11]1)(=[O:9])[C:2]1[CH:3]=[CH:4][CH:5]=[CH:6][CH:7]=1. (7) Given the reactants [CH2:1]([N:8]([CH3:28])[C:9]([CH:11]1[CH2:16][CH2:15][N:14]([C:17]([C:19]2[NH:20][C:21]3[C:26]([CH:27]=2)=[CH:25][CH:24]=[CH:23][CH:22]=3)=[O:18])[CH2:13][CH2:12]1)=[O:10])[C:2]1[CH:7]=[CH:6][CH:5]=[CH:4][CH:3]=1.[H-].[Na+].[C:31](OC(=O)C)(=[O:33])[CH3:32], predict the reaction product. The product is: [C:31]([N:20]1[C:21]2[C:26](=[CH:25][CH:24]=[CH:23][CH:22]=2)[CH:27]=[C:19]1[C:17]([N:14]1[CH2:15][CH2:16][CH:11]([C:9]([N:8]([CH2:1][C:2]2[CH:7]=[CH:6][CH:5]=[CH:4][CH:3]=2)[CH3:28])=[O:10])[CH2:12][CH2:13]1)=[O:18])(=[O:33])[CH3:32].